This data is from Full USPTO retrosynthesis dataset with 1.9M reactions from patents (1976-2016). The task is: Predict the reactants needed to synthesize the given product. Given the product [F:1][C:2]1[CH:7]=[CH:6][C:5]([C:8]2[CH:13]=[CH:12][C:11]([NH:14][CH2:15][C:16]3[CH:21]=[CH:20][C:19]([CH:22]([CH3:24])[CH3:23])=[CH:18][C:17]=3[C:25]3[CH:26]=[CH:27][C:28]([C:31]([NH:33][CH2:34][CH2:35][C:36]([OH:38])=[O:37])=[O:32])=[N:29][CH:30]=3)=[CH:10][CH:9]=2)=[CH:4][CH:3]=1, predict the reactants needed to synthesize it. The reactants are: [F:1][C:2]1[CH:7]=[CH:6][C:5]([C:8]2[CH:13]=[CH:12][C:11]([NH:14][CH2:15][C:16]3[CH:21]=[CH:20][C:19]([C:22]([CH3:24])=[CH2:23])=[CH:18][C:17]=3[C:25]3[CH:26]=[CH:27][C:28]([C:31]([NH:33][CH2:34][CH2:35][C:36]([OH:38])=[O:37])=[O:32])=[N:29][CH:30]=3)=[CH:10][CH:9]=2)=[CH:4][CH:3]=1.C([O-])=O.[NH4+].